This data is from Catalyst prediction with 721,799 reactions and 888 catalyst types from USPTO. The task is: Predict which catalyst facilitates the given reaction. (1) Reactant: [NH2:1][CH2:2][C:3]1[CH:4]=[C:5]([C:12]([NH:14][C:15]2[NH:16][C:17]([C:21]3[CH:26]=[CH:25][C:24]([C:27]([F:30])([F:29])[F:28])=[CH:23][CH:22]=3)=[C:18]([CH3:20])[N:19]=2)=[O:13])[C:6]([CH:9]([F:11])[F:10])=[N:7][CH:8]=1.C(N(CC)CC)C.[C:38](Cl)(=[O:40])[CH3:39].[NH4+].[Cl-]. Product: [C:38]([NH:1][CH2:2][C:3]1[CH:4]=[C:5]([C:12]([NH:14][C:15]2[NH:16][C:17]([C:21]3[CH:26]=[CH:25][C:24]([C:27]([F:30])([F:29])[F:28])=[CH:23][CH:22]=3)=[C:18]([CH3:20])[N:19]=2)=[O:13])[C:6]([CH:9]([F:11])[F:10])=[N:7][CH:8]=1)(=[O:40])[CH3:39]. The catalyst class is: 2. (2) Reactant: [CH3:1][C@H:2]([O:5][C:6]1[CH:7]=[C:8]([CH:13]=[C:14]([O:16][CH2:17][C:18]2[CH:23]=[CH:22][CH:21]=[CH:20][CH:19]=2)[CH:15]=1)[C:9]([O:11]C)=[O:10])[CH2:3][CH3:4].[OH-].[Na+]. Product: [CH3:1][C@H:2]([O:5][C:6]1[CH:7]=[C:8]([CH:13]=[C:14]([O:16][CH2:17][C:18]2[CH:19]=[CH:20][CH:21]=[CH:22][CH:23]=2)[CH:15]=1)[C:9]([OH:11])=[O:10])[CH2:3][CH3:4]. The catalyst class is: 1. (3) Reactant: Cl[C:2]1[N:7]=[C:6]([S:8][CH2:9][C:10]2[CH:11]=[C:12]([C:16]([OH:18])=[O:17])[CH:13]=[CH:14][CH:15]=2)[C:5]([C:19]#[N:20])=[C:4]([C:21]2[CH:26]=[CH:25][CH:24]=[CH:23][CH:22]=2)[C:3]=1[C:27]#[N:28].[NH2:29][CH2:30][C@@H:31]([OH:34])[CH2:32][OH:33].O. Product: [C:19]([C:5]1[C:6]([S:8][CH2:9][C:10]2[CH:11]=[C:12]([C:16]([OH:18])=[O:17])[CH:13]=[CH:14][CH:15]=2)=[N:7][C:2]([NH:29][CH2:30][C@@H:31]([OH:34])[CH2:32][OH:33])=[C:3]([C:27]#[N:28])[C:4]=1[C:21]1[CH:26]=[CH:25][CH:24]=[CH:23][CH:22]=1)#[N:20]. The catalyst class is: 1. (4) Reactant: Br[C:2]1[CH:7]=[CH:6][C:5]([C:8]([CH3:13])([CH3:12])[C:9]([OH:11])=[O:10])=[CH:4][CH:3]=1.C([Li])CCC.CCCCCC.[B:25](OC(C)C)([O:30]C(C)C)[O:26]C(C)C. Product: [B:25]([C:2]1[CH:7]=[CH:6][C:5]([C:8]([CH3:13])([CH3:12])[C:9]([OH:11])=[O:10])=[CH:4][CH:3]=1)([OH:30])[OH:26]. The catalyst class is: 1. (5) Reactant: [CH3:1][O:2][CH2:3][C:4](Cl)=[O:5].[Cl:7][C:8]1[C:13]([C:14]([F:17])([F:16])[F:15])=[CH:12][N:11]=[C:10]2[NH:18][CH:19]=[C:20]([NH2:21])[C:9]=12.[Li+].[OH-]. Product: [Cl:7][C:8]1[C:13]([C:14]([F:17])([F:15])[F:16])=[CH:12][N:11]=[C:10]2[NH:18][CH:19]=[C:20]([NH:21][C:4](=[O:5])[CH2:3][O:2][CH3:1])[C:9]=12. The catalyst class is: 877. (6) Reactant: Cl.C(O[C:5]([C:7]1[CH:8]=[C:9]2[C:13](=[CH:14][CH:15]=1)[NH:12][N:11]=[C:10]2[C:16]1[CH:21]=[CH:20][C:19]([F:22])=[CH:18][CH:17]=1)=[NH:6])C.[C:23]([N:26]1[CH2:31][CH2:30][N:29]([CH2:32][C:33]([NH:35][NH2:36])=O)[CH2:28][CH2:27]1)(=[O:25])[CH3:24].C[O-].[Na+]. Product: [C:23]([N:26]1[CH2:31][CH2:30][N:29]([CH2:32][C:33]2[NH:6][C:5]([C:7]3[CH:8]=[C:9]4[C:13](=[CH:14][CH:15]=3)[NH:12][N:11]=[C:10]4[C:16]3[CH:21]=[CH:20][C:19]([F:22])=[CH:18][CH:17]=3)=[N:36][N:35]=2)[CH2:28][CH2:27]1)(=[O:25])[CH3:24]. The catalyst class is: 5. (7) Reactant: C(OC([NH:8][C:9]1[N:14]=[CH:13][C:12]([CH2:15][O:16][C:17]([NH:19][CH2:20][C:21]2[CH:22]=[C:23]([CH2:27][C@H:28]([O:32][CH:33]([CH3:35])[CH3:34])[C:29]([OH:31])=[O:30])[CH:24]=[CH:25][CH:26]=2)=[O:18])=[CH:11][CH:10]=1)=O)(C)(C)C. Product: [NH2:8][C:9]1[N:14]=[CH:13][C:12]([CH2:15][O:16][C:17]([NH:19][CH2:20][C:21]2[CH:22]=[C:23]([CH2:27][C@H:28]([O:32][CH:33]([CH3:35])[CH3:34])[C:29]([OH:31])=[O:30])[CH:24]=[CH:25][CH:26]=2)=[O:18])=[CH:11][CH:10]=1. The catalyst class is: 55.